From a dataset of Reaction yield outcomes from USPTO patents with 853,638 reactions. Predict the reaction yield, written as a fraction of the theoretical maximum amount of product (1.0 means a 100% yield; for example, 0.34 means a 34% yield). (1) The reactants are [C:1]([N:8]1[CH2:13][CH2:12][NH:11][CH2:10][CH2:9]1)([O:3][C:4]([CH3:7])([CH3:6])[CH3:5])=[O:2].Br[C:15]1[CH:22]=[CH:21][C:20]([C:23]([F:26])([F:25])[F:24])=[CH:19][C:16]=1[C:17]#[N:18].CC1(C)C2C(=C(P(C3C=CC=CC=3)C3C=CC=CC=3)C=CC=2)OC2C(P(C3C=CC=CC=3)C3C=CC=CC=3)=CC=CC1=2.CC(C)([O-])C.[Na+]. The catalyst is O1CCOCC1.C1C=CC(/C=C/C(/C=C/C2C=CC=CC=2)=O)=CC=1.C1C=CC(/C=C/C(/C=C/C2C=CC=CC=2)=O)=CC=1.C1C=CC(/C=C/C(/C=C/C2C=CC=CC=2)=O)=CC=1.[Pd].[Pd]. The product is [C:4]([O:3][C:1]([N:8]1[CH2:9][CH2:10][N:11]([C:15]2[CH:22]=[CH:21][C:20]([C:23]([F:26])([F:25])[F:24])=[CH:19][C:16]=2[C:17]#[N:18])[CH2:12][CH2:13]1)=[O:2])([CH3:7])([CH3:6])[CH3:5]. The yield is 0.150. (2) The reactants are [H-].[Na+].[Br:3][C:4]1[CH:5]=[CH:6][C:7]2[O:11][C:10](=[O:12])[NH:9][C:8]=2[CH:13]=1.[CH:14](Br)([C:21]1[CH:26]=[CH:25][CH:24]=[CH:23][CH:22]=1)[C:15]1[CH:20]=[CH:19][CH:18]=[CH:17][CH:16]=1. The catalyst is CN(C)C=O. The product is [CH:14]([N:9]1[C:8]2[CH:13]=[C:4]([Br:3])[CH:5]=[CH:6][C:7]=2[O:11][C:10]1=[O:12])([C:15]1[CH:20]=[CH:19][CH:18]=[CH:17][CH:16]=1)[C:21]1[CH:26]=[CH:25][CH:24]=[CH:23][CH:22]=1. The yield is 0.710. (3) The reactants are Br[C:2]1[CH:7]=[CH:6][C:5]([S:8]([CH3:11])(=[O:10])=[O:9])=[C:4]([F:12])[CH:3]=1.ClCCl.[B:16]1([B:16]2[O:20][C:19]([CH3:22])([CH3:21])[C:18]([CH3:24])([CH3:23])[O:17]2)[O:20][C:19]([CH3:22])([CH3:21])[C:18]([CH3:24])([CH3:23])[O:17]1.C([O-])(=O)C.[K+]. The catalyst is C(OCC)(=O)C.CS(C)=O. The product is [F:12][C:4]1[CH:3]=[C:2]([B:16]2[O:20][C:19]([CH3:22])([CH3:21])[C:18]([CH3:24])([CH3:23])[O:17]2)[CH:7]=[CH:6][C:5]=1[S:8]([CH3:11])(=[O:10])=[O:9]. The yield is 0.800. (4) The reactants are [Cl:1][C:2]1[CH:29]=[CH:28][CH:27]=[C:26]([Cl:30])[C:3]=1[C:4]([NH:6][C:7]1[CH:12]=[CH:11][C:10]([CH2:13][C@H:14]([NH:19][S:20]([N:23]([CH3:25])[CH3:24])(=[O:22])=[O:21])[C:15]([O:17][CH3:18])=[O:16])=[CH:9][CH:8]=1)=[O:5].N1CC[CH2:34][CH2:33][CH2:32]1. The catalyst is O1CCOCC1. The product is [Cl:1][C:2]1[CH:29]=[CH:28][CH:27]=[C:26]([Cl:30])[C:3]=1[C:4]([NH:6][C:7]1[CH:8]=[CH:9][C:10]([CH2:13][C@H:14]([NH:19][S:20]([N:23]2[CH2:25][CH2:34][CH2:33][CH2:32][CH2:24]2)(=[O:21])=[O:22])[C:15]([O:17][CH3:18])=[O:16])=[CH:11][CH:12]=1)=[O:5]. The yield is 0.260. (5) The reactants are [N+:1]([C:4]1[CH:5]=[C:6]([CH:18]=[CH:19][CH:20]=1)[O:7][CH2:8][CH2:9][S:10][C:11]1[CH:12]=[C:13]([CH:15]=[CH:16][CH:17]=1)[NH2:14])([O-:3])=[O:2].[C:21]([O:25][C:26](O[C:26]([O:25][C:21]([CH3:24])([CH3:23])[CH3:22])=[O:27])=[O:27])([CH3:24])([CH3:23])[CH3:22]. The catalyst is C(O)C. The product is [N+:1]([C:4]1[CH:5]=[C:6]([CH:18]=[CH:19][CH:20]=1)[O:7][CH2:8][CH2:9][S:10][C:11]1[CH:12]=[C:13]([NH:14][C:26](=[O:27])[O:25][C:21]([CH3:24])([CH3:23])[CH3:22])[CH:15]=[CH:16][CH:17]=1)([O-:3])=[O:2]. The yield is 0.980. (6) The reactants are [Br:1][C:2]1[CH:3]=[C:4]2[C:8](=[N:9][CH:10]=1)[NH:7][CH:6]=[CH:5]2.[F:11][C:12]1[C:17]([CH:18]=[O:19])=[CH:16][CH:15]=[CH:14][C:13]=1[NH:20][S:21]([CH2:24][CH2:25][CH3:26])(=[O:23])=[O:22].[OH-].[K+].O. The catalyst is CO. The product is [Br:1][C:2]1[CH:3]=[C:4]2[C:5]([C:18]([C:17]3[C:12]([F:11])=[C:13]([NH:20][S:21]([CH2:24][CH2:25][CH3:26])(=[O:23])=[O:22])[CH:14]=[CH:15][CH:16]=3)=[O:19])=[CH:6][NH:7][C:8]2=[N:9][CH:10]=1. The yield is 0.450. (7) The reactants are [F:1][C:2]1[CH:7]=[CH:6][C:5]([F:8])=[CH:4][C:3]=1[CH:9]1[CH2:13][CH2:12][CH2:11][N:10]1[C:14]1[CH:19]=[CH:18][N:17]2[N:20]=[CH:21][C:22](I)=[C:16]2[N:15]=1.[O-]P([O-])([O-])=O.[K+].[K+].[K+].[CH3:32][C:33]1[C:37](B(O)O)=[C:36]([CH3:41])[O:35][N:34]=1. The catalyst is O1CCOCC1.O.C1C=CC(P(C2C=CC=CC=2)[C-]2C=CC=C2)=CC=1.C1C=CC(P(C2C=CC=CC=2)[C-]2C=CC=C2)=CC=1.Cl[Pd]Cl.[Fe+2].C(Cl)Cl. The product is [F:1][C:2]1[CH:7]=[CH:6][C:5]([F:8])=[CH:4][C:3]=1[CH:9]1[CH2:13][CH2:12][CH2:11][N:10]1[C:14]1[CH:19]=[CH:18][N:17]2[N:20]=[CH:21][C:22]([C:37]3[C:33]([CH3:32])=[N:34][O:35][C:36]=3[CH3:41])=[C:16]2[N:15]=1. The yield is 0.150. (8) The reactants are Br[C:2]1[CH:3]=[N:4][CH:5]=[C:6]([O:8][CH3:9])[CH:7]=1.[C:10]([O:14][C:15]([N:17]1[CH2:24][CH:23]2[O:25][CH:19]([CH2:20][NH:21][CH2:22]2)[CH2:18]1)=[O:16])([CH3:13])([CH3:12])[CH3:11].C1(P(C2C=CC=CC=2)C2C=CC3C(=CC=CC=3)C=2C2C3C(=CC=CC=3)C=CC=2P(C2C=CC=CC=2)C2C=CC=CC=2)C=CC=CC=1.CC(C)([O-])C.[Na+]. The catalyst is C1(C)C=CC=CC=1.C1C=CC(/C=C/C(/C=C/C2C=CC=CC=2)=O)=CC=1.C1C=CC(/C=C/C(/C=C/C2C=CC=CC=2)=O)=CC=1.C1C=CC(/C=C/C(/C=C/C2C=CC=CC=2)=O)=CC=1.[Pd].[Pd]. The product is [C:10]([O:14][C:15]([N:17]1[CH2:18][CH:19]2[O:25][CH:23]([CH2:22][N:21]([C:2]3[CH:3]=[N:4][CH:5]=[C:6]([O:8][CH3:9])[CH:7]=3)[CH2:20]2)[CH2:24]1)=[O:16])([CH3:13])([CH3:11])[CH3:12]. The yield is 0.550.